From a dataset of Forward reaction prediction with 1.9M reactions from USPTO patents (1976-2016). Predict the product of the given reaction. (1) The product is: [CH:1]([C:4]1[CH:5]=[CH:6][C:7]([CH2:8][O:9][C:12]([N:14]2[CH:18]=[CH:17][N:16]=[CH:15]2)=[O:13])=[CH:10][CH:11]=1)([CH3:3])[CH3:2]. Given the reactants [CH:1]([C:4]1[CH:11]=[CH:10][C:7]([CH2:8][OH:9])=[CH:6][CH:5]=1)([CH3:3])[CH3:2].[C:12](N1C=CN=C1)([N:14]1[CH:18]=[CH:17][N:16]=[CH:15]1)=[O:13], predict the reaction product. (2) Given the reactants P(Cl)(Cl)(Cl)=O.C([C:8]1[CH:9]=[CH:10][C:11]2[N:12]([CH2:22][CH2:23][CH2:24][CH2:25][CH2:26][CH2:27][N:28]3[C:41]4[CH:40]=[CH:39][C:38](C=O)=[CH:37][C:36]=4[S:35][C:34]4[C:29]3=[CH:30][CH:31]=[CH:32][CH:33]=4)[C:13]3[C:18]([S:19][C:20]=2[CH:21]=1)=[CH:17][CH:16]=[CH:15][CH:14]=3)=O, predict the reaction product. The product is: [CH:10]1[C:11]2[N:12]([CH2:22][CH2:23][CH2:24][CH2:25][CH2:26][CH2:27][N:28]3[C:29]4[CH:30]=[CH:31][CH:32]=[CH:33][C:34]=4[S:35][C:36]4[C:41]3=[CH:40][CH:39]=[CH:38][CH:37]=4)[C:13]3[C:18](=[CH:17][CH:16]=[CH:15][CH:14]=3)[S:19][C:20]=2[CH:21]=[CH:8][CH:9]=1. (3) Given the reactants [Cl:1][C:2]1[C:7]([Cl:8])=[CH:6][C:5]([NH2:9])=[C:4]([CH2:10][CH3:11])[CH:3]=1.[H-].[Na+].Br[CH2:15][C:16]([O:18][CH2:19][CH3:20])=[O:17], predict the reaction product. The product is: [Cl:1][C:2]1[C:7]([Cl:8])=[CH:6][C:5]([NH:9][CH2:15][C:16]([O:18][CH2:19][CH3:20])=[O:17])=[C:4]([CH2:10][CH3:11])[CH:3]=1.